Dataset: Forward reaction prediction with 1.9M reactions from USPTO patents (1976-2016). Task: Predict the product of the given reaction. Given the reactants [CH2:1]([CH:8]1[CH2:12][CH2:11][N:10]([CH2:13][C:14]([O:16]CC)=[O:15])[C:9]1=[O:19])[C:2]1[CH:7]=[CH:6][CH:5]=[CH:4][CH:3]=1.[OH-].[Na+], predict the reaction product. The product is: [C:14]([CH2:13][N:10]1[CH2:11][CH2:12][CH:8]([CH2:1][C:2]2[CH:7]=[CH:6][CH:5]=[CH:4][CH:3]=2)[C:9]1=[O:19])([OH:16])=[O:15].